Regression. Given two drug SMILES strings and cell line genomic features, predict the synergy score measuring deviation from expected non-interaction effect. From a dataset of NCI-60 drug combinations with 297,098 pairs across 59 cell lines. (1) Synergy scores: CSS=41.7, Synergy_ZIP=-2.15, Synergy_Bliss=1.27, Synergy_Loewe=0.703, Synergy_HSA=3.66. Drug 1: CC12CCC3C(C1CCC2=O)CC(=C)C4=CC(=O)C=CC34C. Drug 2: C1=CC(=CC=C1CCCC(=O)O)N(CCCl)CCCl. Cell line: SK-MEL-5. (2) Drug 1: CC1=CC=C(C=C1)C2=CC(=NN2C3=CC=C(C=C3)S(=O)(=O)N)C(F)(F)F. Drug 2: C1=NC2=C(N=C(N=C2N1C3C(C(C(O3)CO)O)O)F)N. Cell line: SNB-75. Synergy scores: CSS=2.94, Synergy_ZIP=-0.728, Synergy_Bliss=1.06, Synergy_Loewe=-0.173, Synergy_HSA=0.651. (3) Drug 1: CCC1(CC2CC(C3=C(CCN(C2)C1)C4=CC=CC=C4N3)(C5=C(C=C6C(=C5)C78CCN9C7C(C=CC9)(C(C(C8N6C=O)(C(=O)OC)O)OC(=O)C)CC)OC)C(=O)OC)O.OS(=O)(=O)O. Drug 2: CNC(=O)C1=NC=CC(=C1)OC2=CC=C(C=C2)NC(=O)NC3=CC(=C(C=C3)Cl)C(F)(F)F. Cell line: HCC-2998. Synergy scores: CSS=-3.01, Synergy_ZIP=-3.30, Synergy_Bliss=-9.57, Synergy_Loewe=-27.5, Synergy_HSA=-13.9. (4) Drug 1: C1=CC(=CC=C1C#N)C(C2=CC=C(C=C2)C#N)N3C=NC=N3. Drug 2: CC1=C(C=C(C=C1)NC(=O)C2=CC=C(C=C2)CN3CCN(CC3)C)NC4=NC=CC(=N4)C5=CN=CC=C5. Cell line: HOP-92. Synergy scores: CSS=-2.80, Synergy_ZIP=4.40, Synergy_Bliss=6.83, Synergy_Loewe=-1.38, Synergy_HSA=0.454. (5) Drug 1: CC1=C(C=C(C=C1)NC(=O)C2=CC=C(C=C2)CN3CCN(CC3)C)NC4=NC=CC(=N4)C5=CN=CC=C5. Drug 2: C1CNP(=O)(OC1)N(CCCl)CCCl. Cell line: RPMI-8226. Synergy scores: CSS=8.65, Synergy_ZIP=-4.09, Synergy_Bliss=-4.90, Synergy_Loewe=2.47, Synergy_HSA=-4.28. (6) Drug 1: COC1=CC(=CC(=C1O)OC)C2C3C(COC3=O)C(C4=CC5=C(C=C24)OCO5)OC6C(C(C7C(O6)COC(O7)C8=CC=CS8)O)O. Drug 2: CC1=C(C(=O)C2=C(C1=O)N3CC4C(C3(C2COC(=O)N)OC)N4)N. Cell line: OVCAR-4. Synergy scores: CSS=1.71, Synergy_ZIP=-3.61, Synergy_Bliss=-5.35, Synergy_Loewe=-4.53, Synergy_HSA=-4.30. (7) Drug 1: C1=CC(=CC=C1CCC2=CNC3=C2C(=O)NC(=N3)N)C(=O)NC(CCC(=O)O)C(=O)O. Drug 2: CN1C(=O)N2C=NC(=C2N=N1)C(=O)N. Cell line: OVCAR-8. Synergy scores: CSS=20.5, Synergy_ZIP=-0.636, Synergy_Bliss=-3.59, Synergy_Loewe=-25.1, Synergy_HSA=-5.31. (8) Drug 1: CC(CN1CC(=O)NC(=O)C1)N2CC(=O)NC(=O)C2. Drug 2: COC1=CC(=CC(=C1O)OC)C2C3C(COC3=O)C(C4=CC5=C(C=C24)OCO5)OC6C(C(C7C(O6)COC(O7)C8=CC=CS8)O)O. Cell line: M14. Synergy scores: CSS=35.4, Synergy_ZIP=-3.21, Synergy_Bliss=1.51, Synergy_Loewe=-27.9, Synergy_HSA=1.73. (9) Cell line: HCT116. Drug 1: CC1=C(C=C(C=C1)NC(=O)C2=CC=C(C=C2)CN3CCN(CC3)C)NC4=NC=CC(=N4)C5=CN=CC=C5. Synergy scores: CSS=-4.44, Synergy_ZIP=4.22, Synergy_Bliss=5.38, Synergy_Loewe=-3.08, Synergy_HSA=-1.98. Drug 2: CNC(=O)C1=NC=CC(=C1)OC2=CC=C(C=C2)NC(=O)NC3=CC(=C(C=C3)Cl)C(F)(F)F. (10) Drug 2: CC1C(C(CC(O1)OC2CC(CC3=C2C(=C4C(=C3O)C(=O)C5=C(C4=O)C(=CC=C5)OC)O)(C(=O)CO)O)N)O.Cl. Cell line: U251. Drug 1: CC1=C2C(C(=O)C3(C(CC4C(C3C(C(C2(C)C)(CC1OC(=O)C(C(C5=CC=CC=C5)NC(=O)OC(C)(C)C)O)O)OC(=O)C6=CC=CC=C6)(CO4)OC(=O)C)O)C)O. Synergy scores: CSS=35.3, Synergy_ZIP=-0.698, Synergy_Bliss=-0.598, Synergy_Loewe=-0.468, Synergy_HSA=3.22.